From a dataset of KCNQ2 potassium channel screen with 302,405 compounds. Binary Classification. Given a drug SMILES string, predict its activity (active/inactive) in a high-throughput screening assay against a specified biological target. (1) The compound is O=C(N1CCCCC1)Cn1nc(c2c(nn(c2C)c2ccccc2)c1=O)C. The result is 0 (inactive). (2) The molecule is Clc1c(OC)c(S(=O)(=O)N2CCN(CC2)c2ccc(F)cc2)ccc1Cl. The result is 0 (inactive).